Dataset: Forward reaction prediction with 1.9M reactions from USPTO patents (1976-2016). Task: Predict the product of the given reaction. (1) Given the reactants [F:1][C:2]([F:17])([F:16])[C:3]1[CH:4]=[C:5]([CH:9]=[C:10]([C:12]([F:15])([F:14])[F:13])[CH:11]=1)[C:6](Cl)=[O:7].[CH2:18]([N:25]1[C@@H:30]2[C@H:31]([C:33]#[N:34])[CH2:32][C@@:26]1([C:36]1[CH:41]=[CH:40][CH:39]=[CH:38][CH:37]=1)[C@H:27]([OH:35])[CH2:28][CH2:29]2)[C:19]1[CH:24]=[CH:23][CH:22]=[CH:21][CH:20]=1.C(N(CC)CC)C, predict the reaction product. The product is: [CH2:18]([N:25]1[C@@H:30]2[C@H:31]([C:33]#[N:34])[CH2:32][C@@:26]1([C:36]1[CH:41]=[CH:40][CH:39]=[CH:38][CH:37]=1)[C@H:27]([O:35][C:6](=[O:7])[C:5]1[CH:9]=[C:10]([C:12]([F:13])([F:14])[F:15])[CH:11]=[C:3]([C:2]([F:1])([F:16])[F:17])[CH:4]=1)[CH2:28][CH2:29]2)[C:19]1[CH:20]=[CH:21][CH:22]=[CH:23][CH:24]=1. (2) Given the reactants Cl.C([O:6][C:7](=[O:18])[CH2:8][C:9]1([CH2:16][NH2:17])[CH2:15][CH:14]2[CH:10]1[CH:11]=[CH:12][CH2:13]2)(C)(C)C, predict the reaction product. The product is: [NH2:17][CH2:16][C:9]1([CH2:8][C:7]([OH:18])=[O:6])[CH2:15][CH:14]2[CH:10]1[CH:11]=[CH:12][CH2:13]2. (3) Given the reactants [ClH:1].O1CCOCC1.[CH2:8]([N:15]1[CH2:20][CH2:19][CH2:18][CH:17]([NH:21]C(=O)OC(C)(C)C)[CH2:16]1)[C:9]1[CH:14]=[CH:13][CH:12]=[CH:11][CH:10]=1, predict the reaction product. The product is: [ClH:1].[ClH:1].[CH2:8]([N:15]1[CH2:20][CH2:19][CH2:18][CH:17]([NH2:21])[CH2:16]1)[C:9]1[CH:10]=[CH:11][CH:12]=[CH:13][CH:14]=1. (4) Given the reactants Br[C:2]1[CH:7]=[CH:6][CH:5]=[CH:4][C:3]=1/[CH:8]=[CH:9]/[C:10]([O:12][CH2:13][CH3:14])=[O:11].[O:15]=[C:16]1[CH2:20][N:19]([C:21]([O:23][C:24]([CH3:27])([CH3:26])[CH3:25])=[O:22])[CH2:18][NH:17]1.[O-]P([O-])([O-])=O.[K+].[K+].[K+].CN[C@@H]1CCCC[C@H]1NC, predict the reaction product. The product is: [CH2:13]([O:12][C:10](=[O:11])/[CH:9]=[CH:8]/[C:3]1[CH:4]=[CH:5][CH:6]=[CH:7][C:2]=1[N:17]1[C:16](=[O:15])[CH2:20][N:19]([C:21]([O:23][C:24]([CH3:27])([CH3:26])[CH3:25])=[O:22])[CH2:18]1)[CH3:14]. (5) Given the reactants O.S([O-])(OCCCCCCCCCCCC)(=O)=O.[Na+].[CH2:20]=[C:21]1[CH2:26][CH2:25][O:24][C:22]1=[O:23].[C:27]([O:31][CH2:32][CH2:33][CH2:34][CH3:35])(=[O:30])[CH:28]=[CH2:29].[C:36]([OH:40])(=[O:39])[CH:37]=[CH2:38].S(OOS([O-])(=O)=O)([O-])(=O)=O.[Na+].[Na+].[OH-].[Na+], predict the reaction product. The product is: [CH2:20]=[C:21]1[CH2:26][CH2:25][O:24][C:22]1=[O:23].[C:27]([O:31][CH2:32][CH2:33][CH2:34][CH3:35])(=[O:30])[CH:28]=[CH2:29].[C:36]([OH:40])(=[O:39])[CH:37]=[CH2:38]. (6) Given the reactants C([O:5][C:6](=[O:32])[C:7]1[CH:12]=[CH:11][C:10]([C:13]([N:15]2[C:23]3[C:18](=[CH:19][C:20]([C:24]#[N:25])=[CH:21][CH:22]=3)[CH:17]=[C:16]2[C:26]2[CH:27]=[N:28][CH:29]=[CH:30][CH:31]=2)=[O:14])=[CH:9][CH:8]=1)(C)(C)C, predict the reaction product. The product is: [C:24]([C:20]1[CH:19]=[C:18]2[C:23](=[CH:22][CH:21]=1)[N:15]([C:13]([C:10]1[CH:9]=[CH:8][C:7]([C:6]([OH:32])=[O:5])=[CH:12][CH:11]=1)=[O:14])[C:16]([C:26]1[CH:27]=[N:28][CH:29]=[CH:30][CH:31]=1)=[CH:17]2)#[N:25]. (7) Given the reactants [F:1][C:2]1[CH:7]=[CH:6][C:5]([C:8]2[C:9]([NH2:37])=[N:10][CH:11]=[N:12][C:13]=2[N:14]2[CH2:19][CH2:18][CH:17]([C:20]3[N:21]([CH3:36])[CH:22]=[C:23]([C:25]4[CH:30]=[CH:29][C:28]([F:31])=[C:27]([C:32]([F:35])([F:34])[F:33])[CH:26]=4)[N:24]=3)[CH2:16][CH2:15]2)=[CH:4][CH:3]=1.[F:38]C1C=C(B(O)O)C=CC=1F, predict the reaction product. The product is: [F:38][C:7]1[CH:6]=[C:5]([C:8]2[C:9]([NH2:37])=[N:10][CH:11]=[N:12][C:13]=2[N:14]2[CH2:15][CH2:16][CH:17]([C:20]3[N:21]([CH3:36])[CH:22]=[C:23]([C:25]4[CH:30]=[CH:29][C:28]([F:31])=[C:27]([C:32]([F:34])([F:33])[F:35])[CH:26]=4)[N:24]=3)[CH2:18][CH2:19]2)[CH:4]=[CH:3][C:2]=1[F:1]. (8) Given the reactants [OH-].[Na+].C([O:5][C:6](=[O:16])[CH2:7][CH2:8][NH:9][CH:10]1[CH2:15][CH2:14][CH2:13][CH2:12][CH2:11]1)C.C1COCC1, predict the reaction product. The product is: [CH:10]1([NH:9][CH2:8][CH2:7][C:6]([OH:16])=[O:5])[CH2:15][CH2:14][CH2:13][CH2:12][CH2:11]1. (9) Given the reactants C(O[N:4]=[CH:5][C:6]1[CH:7]=[C:8]2[C:12](=[CH:13][CH:14]=1)[NH:11][N:10]=[C:9]2[C:15]1[CH:16]=[C:17]([C:21]([NH:23][CH2:24][CH2:25][CH:26]2[CH2:31][CH2:30][CH2:29][CH2:28][NH:27]2)=[O:22])[CH:18]=[CH:19][CH:20]=1)C.[NH2:32][NH:33][C:34](=O)[CH2:35][N:36]([CH3:38])[CH3:37].C[O-].[Na+], predict the reaction product. The product is: [CH3:37][N:36]([CH2:35][C:34]1[N:4]=[C:5]([C:6]2[CH:7]=[C:8]3[C:12](=[CH:13][CH:14]=2)[NH:11][N:10]=[C:9]3[C:15]2[CH:16]=[C:17]([C:21]([NH:23][CH2:24][CH2:25][CH:26]3[CH2:31][CH2:30][CH2:29][CH2:28][NH:27]3)=[O:22])[CH:18]=[CH:19][CH:20]=2)[NH:32][N:33]=1)[CH3:38]. (10) Given the reactants [CH:1]1([CH2:4][O:5][C:6]2[CH:7]=[CH:8][C:9]([NH2:12])=[N:10][CH:11]=2)[CH2:3][CH2:2]1.Br[CH2:14][C:15]([C:17]1[CH:22]=[CH:21][C:20]([OH:23])=[CH:19][CH:18]=1)=O, predict the reaction product. The product is: [CH:1]1([CH2:4][O:5][C:6]2[CH:7]=[CH:8][C:9]3[N:10]([CH:14]=[C:15]([C:17]4[CH:22]=[CH:21][C:20]([OH:23])=[CH:19][CH:18]=4)[N:12]=3)[CH:11]=2)[CH2:2][CH2:3]1.